This data is from Reaction yield outcomes from USPTO patents with 853,638 reactions. The task is: Predict the reaction yield, written as a fraction of the theoretical maximum amount of product (1.0 means a 100% yield; for example, 0.34 means a 34% yield). (1) The reactants are [OH:1][C:2]1[C:9]([O:10][CH3:11])=[CH:8][C:5]([CH:6]=O)=[CH:4][C:3]=1[O:12][CH3:13].[CH3:14][O:15][CH2:16][CH2:17][O:18][CH2:19]Cl.[CH3:21][O:22][C:23]1[CH:24]=[C:25]([CH:29]=[CH:30][C:31]=1[O:32][CH3:33])[CH2:26][C:27]#[N:28]. No catalyst specified. The product is [CH3:13][O:12][C:3]1[CH:4]=[C:5](/[CH:6]=[C:26](/[C:25]2[CH:29]=[CH:30][C:31]([O:32][CH3:33])=[C:23]([O:22][CH3:21])[CH:24]=2)\[C:27]#[N:28])[CH:8]=[C:9]([O:10][CH3:11])[C:2]=1[O:1][CH2:14][O:15][CH2:16][CH2:17][O:18][CH3:19]. The yield is 0.650. (2) The reactants are C(O[C:5](=[O:7])[CH3:6])(=O)C.FC(F)(F)C([O-])=O.[N+:15]([C:18]1[CH:19]=[N:20][C:21]2[CH2:22][CH2:23][NH2+:24][CH2:25][C:26]=2[CH:27]=1)([O-:17])=[O:16]. The catalyst is N1C=CC=CC=1. The product is [C:5]([N:24]1[CH2:23][CH2:22][C:21]2[N:20]=[CH:19][C:18]([N+:15]([O-:17])=[O:16])=[CH:27][C:26]=2[CH2:25]1)(=[O:7])[CH3:6]. The yield is 0.630. (3) The reactants are C(OC(=O)[NH:7][CH2:8][CH2:9][CH2:10][CH2:11][C:12]1[CH:17]=[CH:16][C:15]([O:18][CH2:19][CH2:20][N:21]([CH2:29][C@@H:30]([OH:35])[C@@H:31]([OH:34])[CH2:32][OH:33])[CH2:22][C@@H:23]([OH:28])[C@@H:24]([OH:27])[CH2:25][OH:26])=[CH:14][CH:13]=1)(C)(C)C.Cl. The catalyst is C(O)C. The product is [OH:35][C@@H:30]([C@@H:31]([OH:34])[CH2:32][OH:33])[CH2:29][N:21]([CH2:22][C@@H:23]([OH:28])[C@@H:24]([OH:27])[CH2:25][OH:26])[CH2:20][CH2:19][O:18][C:15]1[CH:14]=[CH:13][C:12]([CH2:11][CH2:10][CH2:9][CH2:8][NH2:7])=[CH:17][CH:16]=1. The yield is 0.980. (4) The reactants are [CH3:1][O:2][C:3]([C:5]1[CH:14]=[CH:13][C:12]2[C:7](=[CH:8][CH:9]=[C:10](Br)[CH:11]=2)[CH:6]=1)=[O:4].[CH:16]1(B(O)O)[CH2:18][CH2:17]1.C1(P(C2CCCCC2)C2CCCCC2)CCCCC1.P([O-])([O-])([O-])=O.[K+].[K+].[K+]. The catalyst is C1(C)C=CC=CC=1.O.C([O-])(=O)C.[Pd+2].C([O-])(=O)C. The product is [CH3:1][O:2][C:3]([C:5]1[CH:14]=[CH:13][C:12]2[C:7](=[CH:8][CH:9]=[C:10]([CH:16]3[CH2:18][CH2:17]3)[CH:11]=2)[CH:6]=1)=[O:4]. The yield is 0.300. (5) The product is [CH3:1][O:2][C:3]([C:5]1[S:6][C:7]([C:11]2[CH:16]=[CH:15][CH:14]=[CH:13][CH:12]=2)=[CH:8][C:9]=1[NH:10][CH:20]1[CH2:21][CH2:22][S:17][CH2:18][CH2:19]1)=[O:4]. The yield is 0.563. The catalyst is C1COCC1.[Sn](CCCC)(CCCC)(Cl)Cl. The reactants are [CH3:1][O:2][C:3]([C:5]1[S:6][C:7]([C:11]2[CH:16]=[CH:15][CH:14]=[CH:13][CH:12]=2)=[CH:8][C:9]=1[NH2:10])=[O:4].[S:17]1[CH2:22][CH2:21][C:20](=O)[CH2:19][CH2:18]1.C1([SiH3])C=CC=CC=1.